This data is from Merck oncology drug combination screen with 23,052 pairs across 39 cell lines. The task is: Regression. Given two drug SMILES strings and cell line genomic features, predict the synergy score measuring deviation from expected non-interaction effect. Drug 1: Nc1ccn(C2OC(CO)C(O)C2(F)F)c(=O)n1. Drug 2: Cn1cc(-c2cnn3c(N)c(Br)c(C4CCCNC4)nc23)cn1. Cell line: ES2. Synergy scores: synergy=3.00.